Task: Predict the reaction yield, written as a fraction of the theoretical maximum amount of product (1.0 means a 100% yield; for example, 0.34 means a 34% yield).. Dataset: Reaction yield outcomes from USPTO patents with 853,638 reactions (1) The reactants are [CH3:1]C(C)([O-])C.[K+].O=[C:8]([CH3:22])[CH2:9][CH2:10][CH2:11][N:12]1[C:16]2[CH:17]=[CH:18][CH:19]=[CH:20][C:15]=2[O:14][C:13]1=[O:21]. The catalyst is [Br-].C[P+](C1C=CC=CC=1)(C1C=CC=CC=1)C1C=CC=CC=1.C1COCC1. The product is [CH3:1][C:8](=[CH2:22])[CH2:9][CH2:10][CH2:11][N:12]1[C:16]2[CH:17]=[CH:18][CH:19]=[CH:20][C:15]=2[O:14][C:13]1=[O:21]. The yield is 0.610. (2) The reactants are [ClH:1].Cl.[N:3]1([C:9]2[C:14]([C:15]3[CH:20]=[CH:19][C:18]([CH2:21][OH:22])=[CH:17][CH:16]=3)=[N:13][CH:12]=[CH:11][N:10]=2)[CH2:8][CH2:7][NH:6][CH2:5][CH2:4]1.[CH2:23]([N:30]1[C:34]([CH3:35])=[C:33]([CH:36]=O)[C:32]([CH3:38])=[N:31]1)[C:24]1[CH:29]=[CH:28][CH:27]=[CH:26][CH:25]=1.C(N(CC)CC)C.C(O[BH-](OC(=O)C)OC(=O)C)(=O)C.[Na+].[Cl-].[NH4+]. The catalyst is ClC(Cl)C.C(=O)(O)[O-].[Na+].CO.C(O)(=O)C. The product is [ClH:1].[CH2:23]([N:30]1[C:34]([CH3:35])=[C:33]([CH2:36][N:6]2[CH2:7][CH2:8][N:3]([C:9]3[C:14]([C:15]4[CH:16]=[CH:17][C:18]([CH2:21][OH:22])=[CH:19][CH:20]=4)=[N:13][CH:12]=[CH:11][N:10]=3)[CH2:4][CH2:5]2)[C:32]([CH3:38])=[N:31]1)[C:24]1[CH:25]=[CH:26][CH:27]=[CH:28][CH:29]=1. The yield is 0.780. (3) The reactants are [F:1][C:2]1[CH:7]=[CH:6][C:5]([F:8])=[CH:4][C:3]=1[C:9](=O)[CH3:10].[NH2:12][C:13]([NH2:15])=[S:14]. No catalyst specified. The product is [NH2:15][C:13]1[S:14][CH:10]=[C:9]([C:3]2[CH:4]=[C:5]([F:8])[CH:6]=[CH:7][C:2]=2[F:1])[N:12]=1. The yield is 0.778. (4) The reactants are [CH:1]1([O:7][N:8]2[C:13]([CH3:15])([CH3:14])[CH2:12][C:11](=[O:16])[CH2:10][C:9]2([CH3:18])[CH3:17])CCC[CH2:3][CH2:2]1.BrCCBr.ICCC.C([Cu])#N.[Li+].[Cl-].CC1(C)N([O])C(C)(C)CC(=O)C1. The catalyst is [Zn].C[Si](C)(C)Cl. The product is [CH2:1]([O:7][N:8]1[C:9]([CH3:18])([CH3:17])[CH2:10][C:11](=[O:16])[CH2:12][C:13]1([CH3:14])[CH3:15])[CH2:2][CH3:3]. The yield is 0.260. (5) The product is [OH:34][CH2:33][CH2:32][C:28]1[CH:27]=[C:26]([CH:31]=[CH:30][CH:29]=1)[CH2:25][CH2:24][N:20]1[CH2:19][CH2:18][C:16]2([O:15][CH2:14][CH2:13][N:12]([C:10]([C:8]3[N:9]=[C:5]([CH:2]([CH3:4])[CH3:3])[S:6][CH:7]=3)=[O:11])[CH2:17]2)[CH2:22][CH2:21]1. The reactants are Cl.[CH:2]([C:5]1[S:6][CH:7]=[C:8]([C:10]([N:12]2[CH2:17][C:16]3([CH2:22][CH2:21][NH:20][CH2:19][CH2:18]3)[O:15][CH2:14][CH2:13]2)=[O:11])[N:9]=1)([CH3:4])[CH3:3].Br[CH2:24][CH2:25][C:26]1[CH:27]=[C:28]([CH2:32][CH2:33][OH:34])[CH:29]=[CH:30][CH:31]=1.C(=O)([O-])[O-].[K+].[K+].O. The catalyst is C(#N)C.CCOC(C)=O. The yield is 0.880. (6) The reactants are [C:1]([C:7]1[CH:12]=[C:11]([O:13][CH3:14])[CH:10]=[CH:9][C:8]=1[C:15](=[O:23])[CH2:16][C:17]1[CH:22]=[CH:21][CH:20]=[CH:19][CH:18]=1)#[C:2][CH2:3][CH2:4][CH2:5][CH3:6].C[Si]([N-][Si](C)(C)C)(C)C.[K+]. The catalyst is C1(C)C=CC=CC=1. The product is [CH2:3]([C:2]1[C:16]([C:17]2[CH:22]=[CH:21][CH:20]=[CH:19][CH:18]=2)=[C:15]([OH:23])[C:8]2[C:7]([CH:1]=1)=[CH:12][C:11]([O:13][CH3:14])=[CH:10][CH:9]=2)[CH2:4][CH2:5][CH3:6]. The yield is 0.680. (7) The reactants are [CH3:1][O:2][C:3]1[CH:4]=[C:5]([C:31]([N:33]2[CH2:36][CH:35]([O:37][CH3:38])[CH2:34]2)=[O:32])[CH:6]=[CH:7][C:8]=1[NH:9][C:10]1[N:11]=[CH:12][C:13]2[C:18]([CH:19]=1)=[C:17]([C:20]1[CH:21]=[N:22][N:23]([CH:25]3[CH2:30][CH2:29][NH:28][CH2:27][CH2:26]3)[CH:24]=1)[CH:16]=[CH:15][CH:14]=2.[C:39](O)(=O)C.C=O.C(O[BH-](OC(=O)C)OC(=O)C)(=O)C.[Na+]. The catalyst is C(Cl)Cl.CO. The product is [CH3:1][O:2][C:3]1[CH:4]=[C:5]([C:31]([N:33]2[CH2:34][CH:35]([O:37][CH3:38])[CH2:36]2)=[O:32])[CH:6]=[CH:7][C:8]=1[NH:9][C:10]1[N:11]=[CH:12][C:13]2[C:18]([CH:19]=1)=[C:17]([C:20]1[CH:21]=[N:22][N:23]([CH:25]3[CH2:26][CH2:27][N:28]([CH3:39])[CH2:29][CH2:30]3)[CH:24]=1)[CH:16]=[CH:15][CH:14]=2. The yield is 0.920. (8) The reactants are [C:9](O[C:9]([O:11][C:12]([CH3:15])([CH3:14])[CH3:13])=[O:10])([O:11][C:12]([CH3:15])([CH3:14])[CH3:13])=[O:10].[NH2:16][C:17]1[CH:22]=[CH:21][C:20]([CH2:23][CH2:24][CH2:25][C:26]([OH:28])=[O:27])=[CH:19][CH:18]=1.[OH-].[Na+]. The catalyst is C(O)(C)(C)C.O. The product is [C:12]([O:11][C:9]([NH:16][C:17]1[CH:18]=[CH:19][C:20]([CH2:23][CH2:24][CH2:25][C:26]([OH:28])=[O:27])=[CH:21][CH:22]=1)=[O:10])([CH3:13])([CH3:14])[CH3:15]. The yield is 0.940. (9) The reactants are Br[C:2]1[CH:7]=[CH:6][C:5]([C:8](=[O:10])[CH3:9])=[C:4]([OH:11])[CH:3]=1.[C:12]([O-:15])(=[O:14])C.[K+].C1(P(C2C=CC=CC=2)CCCP(C2C=CC=CC=2)C2C=CC=CC=2)C=CC=CC=1. The catalyst is C1COCC1.O.C([O-])(=O)C.[Pd+2].C([O-])(=O)C. The product is [C:8]([C:5]1[CH:6]=[CH:7][C:2]([C:12]([OH:15])=[O:14])=[CH:3][C:4]=1[OH:11])(=[O:10])[CH3:9]. The yield is 0.980. (10) The reactants are [CH:1]([NH:3][NH:4][C:5]([C:7]1([C:10]2[S:11][C:12]([C:15]3[CH:20]=[C:19]([NH:21][C:22]4[N:27]=[C:26]([C:28]([F:31])([F:30])[F:29])[CH:25]=[CH:24][N:23]=4)[CH:18]=[C:17]([CH3:32])[CH:16]=3)=[CH:13][N:14]=2)[CH2:9][CH2:8]1)=O)=[O:2].CC[N+](S(N=C(OC)[O-])(=O)=O)(CC)CC. The catalyst is C1COCC1. The product is [CH3:32][C:17]1[CH:18]=[C:19]([NH:21][C:22]2[N:27]=[C:26]([C:28]([F:30])([F:31])[F:29])[CH:25]=[CH:24][N:23]=2)[CH:20]=[C:15]([C:12]2[S:11][C:10]([C:7]3([C:5]4[O:2][CH:1]=[N:3][N:4]=4)[CH2:8][CH2:9]3)=[N:14][CH:13]=2)[CH:16]=1. The yield is 0.220.